Dataset: Full USPTO retrosynthesis dataset with 1.9M reactions from patents (1976-2016). Task: Predict the reactants needed to synthesize the given product. (1) Given the product [F:1][C:2]1[CH:7]=[CH:6][C:5]([N:19]2[CH2:20][CH2:21][CH2:22][CH:23]([C:25]([O:27][CH3:28])=[O:26])[CH2:24][C:18]2=[O:17])=[CH:4][CH:3]=1, predict the reactants needed to synthesize it. The reactants are: [F:1][C:2]1[CH:7]=[CH:6][C:5](I)=[CH:4][CH:3]=1.[C@@H]1(N)CCCC[C@H]1N.[O:17]=[C:18]1[CH2:24][CH:23]([C:25]([O:27][CH3:28])=[O:26])[CH2:22][CH2:21][CH2:20][NH:19]1.[O-]P([O-])([O-])=O.[K+].[K+].[K+]. (2) Given the product [CH3:1][S:2]([CH2:5][CH2:6][CH2:7][C:8]([OH:10])=[O:9])(=[O:4])=[O:3], predict the reactants needed to synthesize it. The reactants are: [CH3:1][S:2]([CH2:5][CH2:6][CH2:7][C:8]([O:10]CC)=[O:9])(=[O:4])=[O:3].[OH-].[Na+]. (3) Given the product [N:22]1[CH:23]=[CH:24][CH:25]=[CH:26][C:21]=1[CH2:20][CH2:19][NH:18][CH2:13][C:12]1[CH:15]=[CH:16][CH:17]=[C:10]([CH2:9][CH2:8][O:7][CH:2]2[CH2:3][CH2:4][CH2:5][CH2:6][O:1]2)[CH:11]=1, predict the reactants needed to synthesize it. The reactants are: [O:1]1[CH2:6][CH2:5][CH2:4][CH2:3][CH:2]1[O:7][CH2:8][CH2:9][C:10]1[CH:11]=[C:12]([CH:15]=[CH:16][CH:17]=1)[CH:13]=O.[NH2:18][CH2:19][CH2:20][C:21]1[CH:26]=[CH:25][CH:24]=[CH:23][N:22]=1.O. (4) Given the product [CH:22]1([NH:21][C:5]2[N:6]=[C:7]([NH:13][C:14]3[CH:15]=[C:16]([CH3:20])[CH:17]=[CH:18][CH:19]=3)[C:8]3[C:9](=[O:10])[NH:2][CH2:1][C:3]=3[N:4]=2)[CH2:23][CH2:24][CH2:25][CH2:26][CH2:27]1, predict the reactants needed to synthesize it. The reactants are: [C:1]([C:3]1[C:8]([C:9](OC)=[O:10])=[C:7]([NH:13][C:14]2[CH:15]=[C:16]([CH3:20])[CH:17]=[CH:18][CH:19]=2)[N:6]=[C:5]([NH:21][CH:22]2[CH2:27][CH2:26][CH2:25][CH2:24][CH2:23]2)[N:4]=1)#[N:2].C([O-])(O)=O.[Na+]. (5) Given the product [Br:1][C:2]1[C:11]([O:12][CH3:14])=[C:10]2[C:5]([CH:6]=[CH:7][C:8]([CH3:13])=[N:9]2)=[CH:4][CH:3]=1, predict the reactants needed to synthesize it. The reactants are: [Br:1][C:2]1[C:11]([OH:12])=[C:10]2[C:5]([CH:6]=[CH:7][C:8]([CH3:13])=[N:9]2)=[CH:4][CH:3]=1.[C:14]([O-])([O-])=O.[Cs+].[Cs+].IC.O. (6) Given the product [CH3:1][N:2]([CH3:14])[C:3]([N:5]1[CH2:9][CH:8]2[CH2:10][CH:11]([C:24]#[N:25])[CH2:12][CH:7]2[CH2:6]1)=[O:4], predict the reactants needed to synthesize it. The reactants are: [CH3:1][N:2]([CH3:14])[C:3]([N:5]1[CH2:9][CH:8]2[CH2:10][C:11](=O)[CH2:12][CH:7]2[CH2:6]1)=[O:4].C1(C)C=CC(S([CH2:24][N+:25]#[C-])(=O)=O)=CC=1.CC(C)([O-])C.[K+].C(O)CCC. (7) Given the product [Cl:21][C:22]1[CH:23]=[C:24]([CH:25]=[CH:26][CH:27]=1)[O:28][C:2]1[C:7]([C:8]([N:10]2[C:19]3[C:14](=[CH:15][CH:16]=[CH:17][CH:18]=3)[CH2:13][CH2:12][CH2:11]2)=[O:9])=[CH:6][C:5]([F:20])=[CH:4][N:3]=1, predict the reactants needed to synthesize it. The reactants are: Cl[C:2]1[C:7]([C:8]([N:10]2[C:19]3[C:14](=[CH:15][CH:16]=[CH:17][CH:18]=3)[CH2:13][CH2:12][CH2:11]2)=[O:9])=[CH:6][C:5]([F:20])=[CH:4][N:3]=1.[Cl:21][C:22]1[CH:23]=[C:24]([OH:28])[CH:25]=[CH:26][CH:27]=1.C(=O)([O-])[O-].[K+].[K+].